This data is from Peptide-MHC class I binding affinity with 185,985 pairs from IEDB/IMGT. The task is: Regression. Given a peptide amino acid sequence and an MHC pseudo amino acid sequence, predict their binding affinity value. This is MHC class I binding data. (1) The peptide sequence is FRKEFTKLE. The MHC is HLA-A11:01 with pseudo-sequence HLA-A11:01. The binding affinity (normalized) is 0.0847. (2) The peptide sequence is TYLHGIFDR. The MHC is HLA-A03:01 with pseudo-sequence HLA-A03:01. The binding affinity (normalized) is 0.0847. (3) The peptide sequence is DRFYKTLRA. The MHC is HLA-B51:01 with pseudo-sequence HLA-B51:01. The binding affinity (normalized) is 0. (4) The peptide sequence is AVFPRYHPR. The MHC is HLA-B27:05 with pseudo-sequence HLA-B27:05. The binding affinity (normalized) is 0.0847. (5) The peptide sequence is LILGLVLAL. The MHC is H-2-Kb with pseudo-sequence H-2-Kb. The binding affinity (normalized) is 0.135. (6) The peptide sequence is ATTVNCYQV. The MHC is H-2-Db with pseudo-sequence H-2-Db. The binding affinity (normalized) is 0.302. (7) The peptide sequence is VLRAQGLGK. The MHC is HLA-A03:01 with pseudo-sequence HLA-A03:01. The binding affinity (normalized) is 0.566.